This data is from Experimentally validated miRNA-target interactions with 360,000+ pairs, plus equal number of negative samples. The task is: Binary Classification. Given a miRNA mature sequence and a target amino acid sequence, predict their likelihood of interaction. (1) The miRNA is mmu-miR-5113 with sequence ACAGAGGAGGAGAGAGAUCCUGU. The protein sequence of the target gene is MSPPGKVPRKENLGLQCEWGSCSFVCSAMEEFFDHVTQHLQQHMHGSKEEEEEDPLEEEFSCLWQECGFCSLDSSADLIRHVYFHCYHTKLKQWGLQALQSQADLSPCILDFQSRNVIPDTPDHFLCLWEHCESVFDNPEWFYRHVDAHSLCCEYQAVSKDNHVVQCGWKGCTCTFKDRCKLREHLRSHTQEKVVACPTCGGMFANNTKFLDHIRRQTSLDQQRFQCSHCSKRFATERLLRDHMRNHVNHYKCPLCDMTCPLPSSLRNHMRFRHSEDRPYKCDCCDYSCKNLIDLRKHLD.... Result: 1 (interaction). (2) The miRNA is hsa-miR-3124-5p with sequence UUCGCGGGCGAAGGCAAAGUC. The protein sequence of the target gene is MSGPGPREPPPEAGAAGGEAAVEGAGGGDAALGEPGLSFTTTDLSLVEMTEVEYTQLQHILCSHMEAAADGELETRLNSALLAAAGPGAGAGGFAAGGQGGAAPVYPVLCPSALAADAPCLGHIDFQELRMMLLSEAGAAEKTSGGGDGARARADGAAKEGAGAAAAAAGPDGAPEARAKPAVRVRLEDRFNSIPAEPPPAPRGPEPPEPGGALNNLVTLIRHPSELMNVPLQQQNKCTALVKNKTAATTTALQFTYPLFTTNACSTSGNSNLSQTQSSSNSCSVLEAAKHQDIGLPRAF.... Result: 0 (no interaction).